From a dataset of Forward reaction prediction with 1.9M reactions from USPTO patents (1976-2016). Predict the product of the given reaction. (1) The product is: [F:20][C:13]1[CH:14]=[C:15]([S:18][CH3:19])[CH:16]=[CH:17][C:12]=1[NH:11][C:4]1[C:5]([C:6]([OH:8])=[O:7])=[CH:9][CH:10]=[C:2]2[C:3]=1[CH:21]=[N:24][NH:25]2. Given the reactants F[C:2]1[CH:10]=[CH:9][C:5]([C:6]([OH:8])=[O:7])=[C:4]([NH:11][C:12]2[CH:17]=[CH:16][C:15]([S:18][CH3:19])=[CH:14][C:13]=2[F:20])[C:3]=1[CH:21]=O.O.[NH2:24][NH2:25], predict the reaction product. (2) Given the reactants C(OC1N=NC(C#CC2C=CC(C(F)(F)F)=CN=2)=CC=1OCC1C=CC=CC=1)C1C=CC=CC=1.[CH2:35]([O:42][C:43]1[N:44]=[N:45][C:46]([C:57]#[CH:58])=[CH:47][C:48]=1[O:49][CH2:50][C:51]1[CH:56]=[CH:55][CH:54]=[CH:53][CH:52]=1)[C:36]1[CH:41]=[CH:40][CH:39]=[CH:38][CH:37]=1.I[C:60]1[CH:65]=[CH:64][C:63]([O:66][CH3:67])=[C:62]([O:68][CH3:69])[CH:61]=1, predict the reaction product. The product is: [CH2:35]([O:42][C:43]1[N:44]=[N:45][C:46]([C:57]#[C:58][C:60]2[CH:65]=[CH:64][C:63]([O:66][CH3:67])=[C:62]([O:68][CH3:69])[CH:61]=2)=[CH:47][C:48]=1[O:49][CH2:50][C:51]1[CH:56]=[CH:55][CH:54]=[CH:53][CH:52]=1)[C:36]1[CH:37]=[CH:38][CH:39]=[CH:40][CH:41]=1. (3) Given the reactants [CH2:1]([N:3]([CH2:62][CH3:63])[C:4]1[CH:5]=[CH:6][C:7]([NH:30][C:31](=[O:61])[C:32]2[CH:37]=[CH:36][CH:35]=[C:34]([CH2:38][CH2:39][CH2:40][O:41][CH2:42][CH2:43][O:44][CH2:45][CH2:46][O:47][CH2:48][CH2:49][O:50][CH2:51][CH2:52][C:53](=[O:60])[N:54]3[CH2:59][CH2:58][NH:57][CH2:56][CH2:55]3)[CH:33]=2)=[C:8]([C:10]2[CH:11]=[C:12]([CH:27]=[CH:28][N:29]=2)[C:13]([NH:15][CH2:16][C:17]2[CH:22]=[CH:21][CH:20]=[C:19]([C:23]([F:26])([F:25])[F:24])[CH:18]=2)=[O:14])[CH:9]=1)[CH3:2].[CH3:64][C:65]1[CH:70]=[CH:69][C:68]([S:71](Cl)(=[O:73])=[O:72])=[CH:67][CH:66]=1.S(Cl)(Cl)(=O)=O, predict the reaction product. The product is: [CH2:62]([N:3]([CH2:1][CH3:2])[C:4]1[CH:5]=[CH:6][C:7]([NH:30][C:31](=[O:61])[C:32]2[CH:37]=[CH:36][CH:35]=[C:34]([CH2:38][CH2:39][CH2:40][O:41][CH2:42][CH2:43][O:44][CH2:45][CH2:46][O:47][CH2:48][CH2:49][O:50][CH2:51][CH2:52][C:53](=[O:60])[N:54]3[CH2:59][CH2:58][N:57]([S:71]([C:68]4[CH:69]=[CH:70][C:65]([CH3:64])=[CH:66][CH:67]=4)(=[O:73])=[O:72])[CH2:56][CH2:55]3)[CH:33]=2)=[C:8]([C:10]2[CH:11]=[C:12]([CH:27]=[CH:28][N:29]=2)[C:13]([NH:15][CH2:16][C:17]2[CH:22]=[CH:21][CH:20]=[C:19]([C:23]([F:26])([F:24])[F:25])[CH:18]=2)=[O:14])[CH:9]=1)[CH3:63]. (4) Given the reactants [Si](=O)=O.[F-:4].[K+].[F:6][C:7]([F:21])([C:11]([F:20])(F)[C:12]([F:18])(F)[C:13]([F:16])([F:15])[F:14])C(O)=O, predict the reaction product. The product is: [F:4][C:7]([F:6])([F:21])[C:11]([F:20])=[C:12]([F:18])[C:13]([F:14])([F:15])[F:16].